This data is from Forward reaction prediction with 1.9M reactions from USPTO patents (1976-2016). The task is: Predict the product of the given reaction. (1) Given the reactants [C:1]([C:3]1[N:4]([CH2:25][C:26]([O:28]CC)=[O:27])[C:5]([CH3:24])=[C:6]([CH2:9][C:10]2[CH:15]=[CH:14][CH:13]=[CH:12][C:11]=2[S:16]([N:19]2[CH2:23][CH2:22][CH2:21][CH2:20]2)(=[O:18])=[O:17])[C:7]=1[CH3:8])#[N:2].O.[OH-].[Li+].Cl, predict the reaction product. The product is: [C:1]([C:3]1[N:4]([CH2:25][C:26]([OH:28])=[O:27])[C:5]([CH3:24])=[C:6]([CH2:9][C:10]2[CH:15]=[CH:14][CH:13]=[CH:12][C:11]=2[S:16]([N:19]2[CH2:23][CH2:22][CH2:21][CH2:20]2)(=[O:17])=[O:18])[C:7]=1[CH3:8])#[N:2]. (2) Given the reactants [N:1]1([S:7]([C:10]2[CH:19]=[C:18]3[C:13]([CH2:14][CH2:15][NH:16][CH2:17]3)=[CH:12][CH:11]=2)(=[O:9])=[O:8])[CH2:6][CH2:5][O:4][CH2:3][CH2:2]1.[CH:20]([O:23][C:24]1[CH:32]=[CH:31][C:30]([S:33]([CH3:36])(=[O:35])=[O:34])=[CH:29][C:25]=1[C:26](O)=[O:27])([CH3:22])[CH3:21], predict the reaction product. The product is: [CH:20]([O:23][C:24]1[CH:32]=[CH:31][C:30]([S:33]([CH3:36])(=[O:35])=[O:34])=[CH:29][C:25]=1[C:26]([N:16]1[CH2:15][CH2:14][C:13]2[C:18](=[CH:19][C:10]([S:7]([N:1]3[CH2:2][CH2:3][O:4][CH2:5][CH2:6]3)(=[O:9])=[O:8])=[CH:11][CH:12]=2)[CH2:17]1)=[O:27])([CH3:22])[CH3:21]. (3) The product is: [C:1]([O:4][CH2:5][C@@:6]([NH:26][C:27](=[O:29])[CH3:28])([CH3:25])[CH2:7][CH2:8][C:9]1[O:10][C:11]([CH2:14][CH2:15][CH2:16][CH2:17][CH2:18][C:19]2[CH:20]=[CH:21][CH:22]=[CH:23][CH:24]=2)=[CH:12][CH:13]=1)(=[O:3])[CH3:2]. Given the reactants [C:1]([O:4][CH2:5][C@@:6]([NH:26][C:27](=[O:29])[CH3:28])([CH3:25])[CH2:7][CH2:8][C:9]1[O:10][C:11]([C:14]#[C:15][CH2:16][CH2:17][CH2:18][C:19]2[CH:24]=[CH:23][CH:22]=[CH:21][CH:20]=2)=[CH:12][CH:13]=1)(=[O:3])[CH3:2], predict the reaction product. (4) The product is: [O:26]1[CH:31]=[N:28][N:27]=[C:25]1[C:22]1[N:23]=[CH:24][C:19]2[NH:18][C:17]3[N:29]=[CH:30][C:14]([C:11]4[CH:12]=[CH:13][C:8]([CH2:7][N:1]5[CH2:2][CH2:3][CH2:4][CH2:5][CH2:6]5)=[CH:9][CH:10]=4)=[CH:15][C:16]=3[C:20]=2[CH:21]=1. Given the reactants [N:1]1([CH2:7][C:8]2[CH:13]=[CH:12][C:11]([C:14]3[CH:30]=[N:29][C:17]4[NH:18][C:19]5[CH:24]=[N:23][C:22]([C:25]([NH:27][NH2:28])=[O:26])=[CH:21][C:20]=5[C:16]=4[CH:15]=3)=[CH:10][CH:9]=2)[CH2:6][CH2:5][CH2:4][CH2:3][CH2:2]1.[CH3:31]OC(OC)OC.C(=O)(O)[O-].[Na+], predict the reaction product.